From a dataset of Full USPTO retrosynthesis dataset with 1.9M reactions from patents (1976-2016). Predict the reactants needed to synthesize the given product. (1) Given the product [OH:2][CH2:3][C@H:4]([CH3:35])[O:5][C:6]1[CH:7]=[C:8]([CH:21]=[C:22]([C:24]2[NH:25][C:26]([C:29]3[O:30][C@@H:31]([CH3:34])[CH2:32][N:33]=3)=[CH:27][CH:28]=2)[CH:23]=1)[O:9][C:10]1[CH:11]=[CH:12][C:13]([S:16]([NH:19][CH3:20])(=[O:18])=[O:17])=[N:14][CH:15]=1, predict the reactants needed to synthesize it. The reactants are: C[O:2][CH2:3][C@H:4]([CH3:35])[O:5][C:6]1[CH:7]=[C:8]([CH:21]=[C:22]([C:24]2[NH:25][C:26]([C:29]3[O:30][C@@H:31]([CH3:34])[CH2:32][N:33]=3)=[CH:27][CH:28]=2)[CH:23]=1)[O:9][C:10]1[CH:11]=[CH:12][C:13]([S:16]([NH:19][CH3:20])(=[O:18])=[O:17])=[N:14][CH:15]=1.B(Br)(Br)Br.[Na]. (2) Given the product [CH2:17]([O:8][C:7]([CH:1]1[CH2:6][CH2:5][CH:4]=[CH:3][CH2:2]1)=[O:9])[C:18]1[CH:23]=[CH:22][CH:21]=[CH:20][CH:19]=1, predict the reactants needed to synthesize it. The reactants are: [CH:1]1([C:7]([OH:9])=[O:8])[CH2:6][CH2:5][CH:4]=[CH:3][CH2:2]1.C(N(CC)CC)C.[CH2:17](Br)[C:18]1[CH:23]=[CH:22][CH:21]=[CH:20][CH:19]=1.O. (3) Given the product [CH3:15][O:14][C:9]1[C:8]([O:16][CH3:17])=[CH:7][C:6]([C:2]2[O:1][C:5]([C:21](=[O:37])[CH:22]([O:35][CH3:36])[C:23]3[CH:24]=[CH:25][C:26]([C:29]4[O:30][C:31]([CH3:34])=[N:32][N:33]=4)=[CH:27][CH:28]=3)=[CH:4][CH:3]=2)=[CH:13][C:10]=1[C:11]#[N:12], predict the reactants needed to synthesize it. The reactants are: [O:1]1[CH:5]=[CH:4][CH:3]=[C:2]1[C:6]1[CH:7]=[C:8]([O:16][CH3:17])[C:9]([O:14][CH3:15])=[C:10]([CH:13]=1)[C:11]#[N:12].CON(C)[C:21](=[O:37])[CH:22]([O:35][CH3:36])[C:23]1[CH:28]=[CH:27][C:26]([C:29]2[O:30][C:31]([CH3:34])=[N:32][N:33]=2)=[CH:25][CH:24]=1. (4) Given the product [CH3:16][C:13]1([CH3:17])[C:12]2[CH:18]=[CH:19][C:9]([OH:8])=[CH:10][C:11]=2[O:15][CH2:14]1, predict the reactants needed to synthesize it. The reactants are: C([O:8][C:9]1[CH:19]=[CH:18][C:12]2[C:13]([CH3:17])([CH3:16])[CH2:14][O:15][C:11]=2[CH:10]=1)C1C=CC=CC=1.[H][H]. (5) Given the product [ClH:27].[NH2:12][C@@:13]1([C:43]([OH:45])=[O:44])[C@H:18]([O:19][CH2:20][C:21]2[CH:26]=[CH:25][C:24]([Cl:27])=[C:23]([Cl:28])[CH:22]=2)[C@@H:17]([S:29][C:30]2[N:31]([CH3:35])[N:32]=[CH:33][N:34]=2)[C@@H:16]2[C@H:14]1[C@H:15]2[C:36]([OH:38])=[O:37], predict the reactants needed to synthesize it. The reactants are: C(O)(=O)C.C(OC([NH:12][C@@:13]1([C:43]([O:45]C(C)(C)C)=[O:44])[C@H:18]([O:19][CH2:20][C:21]2[CH:26]=[CH:25][C:24]([Cl:27])=[C:23]([Cl:28])[CH:22]=2)[C@@H:17]([S:29][C:30]2[N:31]([CH3:35])[N:32]=[CH:33][N:34]=2)[C@@H:16]2[C@H:14]1[C@H:15]2[C:36]([O:38]C(C)(C)C)=[O:37])=O)(C)(C)C.